This data is from Peptide-MHC class I binding affinity with 185,985 pairs from IEDB/IMGT. The task is: Regression. Given a peptide amino acid sequence and an MHC pseudo amino acid sequence, predict their binding affinity value. This is MHC class I binding data. (1) The binding affinity (normalized) is 0.0847. The MHC is HLA-A02:16 with pseudo-sequence HLA-A02:16. The peptide sequence is ITMYVAFEQ. (2) The peptide sequence is ICLSGEGWPY. The MHC is HLA-A01:01 with pseudo-sequence HLA-A01:01. The binding affinity (normalized) is 0.0573. (3) The peptide sequence is VFSPFGYSF. The binding affinity (normalized) is 0.0847. The MHC is HLA-B39:01 with pseudo-sequence HLA-B39:01. (4) The peptide sequence is PGLTSSVI. The MHC is H-2-Dd with pseudo-sequence H-2-Dd. The binding affinity (normalized) is 0.0278. (5) The peptide sequence is VIGLTTHCT. The MHC is HLA-A02:03 with pseudo-sequence HLA-A02:03. The binding affinity (normalized) is 0.0475. (6) The peptide sequence is PGIRYPKTFGW. The MHC is Mamu-B52 with pseudo-sequence Mamu-B52. The binding affinity (normalized) is 0.609. (7) The peptide sequence is TMMRHRREL. The MHC is HLA-B27:03 with pseudo-sequence HLA-B27:03. The binding affinity (normalized) is 0.0847. (8) The peptide sequence is MEQRVMATL. The MHC is HLA-B39:01 with pseudo-sequence HLA-B39:01. The binding affinity (normalized) is 0.550. (9) The peptide sequence is LLTEVETYV. The MHC is HLA-B58:01 with pseudo-sequence HLA-B58:01. The binding affinity (normalized) is 0.0847.